This data is from Peptide-MHC class II binding affinity with 134,281 pairs from IEDB. The task is: Regression. Given a peptide amino acid sequence and an MHC pseudo amino acid sequence, predict their binding affinity value. This is MHC class II binding data. (1) The peptide sequence is AAAAGWQTLSAALDA. The MHC is DRB1_0101 with pseudo-sequence DRB1_0101. The binding affinity (normalized) is 0.677. (2) The peptide sequence is EKEYFAATQFEPLAA. The MHC is DRB1_0101 with pseudo-sequence DRB1_0101. The binding affinity (normalized) is 0.660. (3) The binding affinity (normalized) is 0.282. The peptide sequence is FDHDILPDKFYEEFC. The MHC is DRB1_1501 with pseudo-sequence DRB1_1501. (4) The peptide sequence is EKKWFAATQFEPLAA. The MHC is HLA-DQA10301-DQB10302 with pseudo-sequence HLA-DQA10301-DQB10302. The binding affinity (normalized) is 0.392. (5) The peptide sequence is INEKTAAAIAYGLDR. The MHC is HLA-DQA10102-DQB10602 with pseudo-sequence HLA-DQA10102-DQB10602. The binding affinity (normalized) is 0.741. (6) The peptide sequence is EKKYHAATQFEPLAA. The MHC is HLA-DQA10501-DQB10301 with pseudo-sequence HLA-DQA10501-DQB10301. The binding affinity (normalized) is 0.332. (7) The peptide sequence is YDKFLRNVSTVLTGK. The binding affinity (normalized) is 0.634. The MHC is DRB1_0405 with pseudo-sequence DRB1_0405.